This data is from Forward reaction prediction with 1.9M reactions from USPTO patents (1976-2016). The task is: Predict the product of the given reaction. (1) The product is: [Cl:26][C:16]1[CH:15]=[C:14]([C@@:5]([NH:7][S@:8]([C:10]([CH3:12])([CH3:11])[CH3:13])=[O:9])([CH3:6])[CH:4]([CH2:3][OH:2])[CH:27]([CH3:28])[CH3:29])[CH:19]=[CH:18][C:17]=1[CH2:20][CH2:21][C:22]([CH3:23])([CH3:24])[CH3:25]. Given the reactants C[O:2][C:3](=O)[C@H:4]([CH:27]([CH3:29])[CH3:28])[C:5]([C:14]1[CH:19]=[CH:18][C:17]([CH2:20][CH2:21][C:22]([CH3:25])([CH3:24])[CH3:23])=[C:16]([Cl:26])[CH:15]=1)([NH:7][S@:8]([C:10]([CH3:13])([CH3:12])[CH3:11])=[O:9])[CH3:6].[H-].C([Al+]CC(C)C)C(C)C.C1(C)C=CC=CC=1.CO.[C@H](O)(C([O-])=O)[C@@H](O)C([O-])=O.[Na+].[K+], predict the reaction product. (2) The product is: [CH:21]1[CH:20]=[CH:19][CH2:18][N:17]2[C:16]=1[C:15]1[CH:22]=[CH:23][CH:24]=[CH:25][C:14]=1[O:13][C:12]1[CH:26]=[CH:27][CH:9]=[CH:10][C:11]2=1. Given the reactants ClC(Cl)(Cl)C(Cl)=O.F[C:9]1[CH:27]=[CH:26][C:12]2[O:13][C:14]3[CH:25]=[CH:24][CH:23]=[CH:22][C:15]=3[C:16]3[N:17]([CH2:18][CH2:19][CH2:20][CH:21]=3)[C:11]=2[CH:10]=1.C(N(CC)CC)C.O, predict the reaction product. (3) Given the reactants [H-].[Na+].[CH2:3]([OH:15])[CH2:4][O:5][CH2:6][CH2:7][O:8][CH2:9][CH2:10][O:11][CH2:12][CH2:13][OH:14].CC(N(C)C)=O.Cl[CH2:23][C:24]1[CH:32]=[C:30]([CH3:31])[CH:29]=[C:27]([CH3:28])[C:25]=1[CH3:26], predict the reaction product. The product is: [CH3:23][C:24]1[CH:32]=[C:30]([CH3:31])[CH:29]=[C:27]([CH3:28])[C:25]=1[CH2:26][CH:13]([OH:14])[CH2:12][O:11][CH2:10][CH2:9][O:8][CH2:7][CH2:6][O:5][CH2:4][CH2:3][OH:15]. (4) Given the reactants [CH2:1]([O:3][C:4]([N:6]1[C:15]2[C:10](=[N:11][C:12](OS(C(F)(F)F)(=O)=O)=[CH:13][CH:14]=2)[C@@H:9]([NH:24][C:25]2[N:30]=[C:29]([CH2:31][C:32]3[CH:37]=[C:36]([C:38]([F:41])([F:40])[F:39])[CH:35]=[C:34]([C:42]([F:45])([F:44])[F:43])[CH:33]=3)[C:28]([N:46]3[CH2:51][CH2:50][O:49][CH2:48][CH2:47]3)=[CH:27][N:26]=2)[CH2:8][C@H:7]1[CH2:52][CH3:53])=[O:5])[CH3:2].[CH2:54]([Al](CC)CC)[CH3:55].CCCCCC.C(=O)([O-])O.[Na+].C(OCC)(=O)C, predict the reaction product. The product is: [CH2:1]([O:3][C:4]([N:6]1[C:15]2[C:10](=[N:11][C:12]([CH2:54][CH3:55])=[CH:13][CH:14]=2)[C@@H:9]([NH:24][C:25]2[N:30]=[C:29]([CH2:31][C:32]3[CH:37]=[C:36]([C:38]([F:40])([F:41])[F:39])[CH:35]=[C:34]([C:42]([F:43])([F:45])[F:44])[CH:33]=3)[C:28]([N:46]3[CH2:47][CH2:48][O:49][CH2:50][CH2:51]3)=[CH:27][N:26]=2)[CH2:8][C@H:7]1[CH2:52][CH3:53])=[O:5])[CH3:2].